From a dataset of Forward reaction prediction with 1.9M reactions from USPTO patents (1976-2016). Predict the product of the given reaction. (1) Given the reactants C([O-])([O-])=O.[K+].[K+].Br[C:8]1[CH:13]=[CH:12][C:11]([C@@H:14]2[CH2:16][C@H:15]2[NH:17][C:18](=[O:24])[O:19][C:20]([CH3:23])([CH3:22])[CH3:21])=[CH:10][CH:9]=1.[NH2:25][C:26]1[CH:27]=[C:28](B(O)O)[CH:29]=[CH:30][CH:31]=1, predict the reaction product. The product is: [NH2:25][C:26]1[CH:31]=[C:30]([C:8]2[CH:13]=[CH:12][C:11]([C@@H:14]3[CH2:16][C@H:15]3[NH:17][C:18](=[O:24])[O:19][C:20]([CH3:23])([CH3:22])[CH3:21])=[CH:10][CH:9]=2)[CH:29]=[CH:28][CH:27]=1. (2) Given the reactants Br[C:2]1[CH:7]=[CH:6][C:5]([C:8]2[CH:13]=[CH:12][CH:11]=[CH:10][CH:9]=2)=[CH:4][CH:3]=1.[CH2:14]([OH:19])[CH2:15][CH2:16][C:17]#[CH:18], predict the reaction product. The product is: [C:5]1([C:8]2[CH:13]=[CH:12][CH:11]=[CH:10][CH:9]=2)[CH:6]=[CH:7][C:2]([C:18]#[C:17][CH2:16][CH2:15][CH2:14][OH:19])=[CH:3][CH:4]=1.